This data is from Forward reaction prediction with 1.9M reactions from USPTO patents (1976-2016). The task is: Predict the product of the given reaction. (1) Given the reactants [NH2:1][C:2]1[N:7]=[C:6]([CH2:8][N:9]2[C:13]([CH3:15])([CH3:14])[C:12](=[O:16])[N:11]([C:17]3[CH:22]=[CH:21][C:20]([S:23][C:24]([F:27])([F:26])[F:25])=[CH:19][CH:18]=3)[C:10]2=[O:28])[CH:5]=[CH:4][N:3]=1.Br[C:30]1[CH:31]=[N:32][CH:33]=[CH:34][CH:35]=1.C(=O)([O-])[O-].[Cs+].[Cs+].CC1(C)C2C=CC=C(P(C3C=CC=CC=3)C3C=CC=CC=3)C=2OC2C1=CC=CC=2P(C1C=CC=CC=1)C1C=CC=CC=1, predict the reaction product. The product is: [CH3:14][C:13]1([CH3:15])[N:9]([CH2:8][C:6]2[CH:5]=[CH:4][N:3]=[C:2]([NH:1][C:30]3[CH:31]=[N:32][CH:33]=[CH:34][CH:35]=3)[N:7]=2)[C:10](=[O:28])[N:11]([C:17]2[CH:22]=[CH:21][C:20]([S:23][C:24]([F:27])([F:26])[F:25])=[CH:19][CH:18]=2)[C:12]1=[O:16]. (2) Given the reactants [OH:1][N:2]=[C:3]1[CH2:10][CH:9]2[N:11](C(OC(C)(C)C)=O)[CH:5]([CH2:6][O:7][CH2:8]2)[CH2:4]1.[Li][CH2:20]CCC.CN(C=O)C.Cl, predict the reaction product. The product is: [CH:9]12[NH:11][CH:5]([CH2:6][O:7][CH2:8]1)[CH2:4][C:3]1[C:10]2=[CH:20][O:1][N:2]=1. (3) Given the reactants [OH:1][C:2]1[C:10]2[O:9][C:8]([C:11]([C:13]3[C:14]([C:19]4[CH:24]=[CH:23][CH:22]=[CH:21][CH:20]=4)=[N:15][O:16][C:17]=3[CH3:18])=[O:12])=[CH:7][C:6]=2[CH:5]=[CH:4][CH:3]=1.Cl[CH2:26][C:27]([NH:29][CH:30]([CH3:32])[CH3:31])=[O:28].C(=O)([O-])[O-].[K+].[K+], predict the reaction product. The product is: [CH:30]([NH:29][C:27](=[O:28])[CH2:26][O:1][C:2]1[C:10]2[O:9][C:8]([C:11]([C:13]3[C:14]([C:19]4[CH:24]=[CH:23][CH:22]=[CH:21][CH:20]=4)=[N:15][O:16][C:17]=3[CH3:18])=[O:12])=[CH:7][C:6]=2[CH:5]=[CH:4][CH:3]=1)([CH3:32])[CH3:31]. (4) Given the reactants [CH3:1][O:2][C:3]1[CH:8]=[CH:7][C:6](/[CH:9]=[C:10]2\[O:11][C:12](=O)[C:13]3[CH:18]=[CH:17][CH:16]=[CH:15][C:14]\2=3)=[CH:5][CH:4]=1.S(O)(O)(=O)=O.[NH2:25][NH2:26].[OH-].[Na+].CCO, predict the reaction product. The product is: [CH3:1][O:2][C:3]1[CH:8]=[CH:7][C:6]([CH2:9][C:10]2[C:14]3[C:13](=[CH:18][CH:17]=[CH:16][CH:15]=3)[C:12](=[O:11])[NH:26][N:25]=2)=[CH:5][CH:4]=1. (5) Given the reactants [NH2:1][CH:2]([CH2:12][C:13]1[CH:18]=[CH:17][CH:16]=[C:15]([C:19]([CH3:22])([CH3:21])[CH3:20])[CH:14]=1)[CH:3]([C:5]1[CH:10]=[CH:9][CH:8]=[C:7]([Cl:11])[CH:6]=1)[OH:4].[C:23]1([C:34](O)=[O:35])[CH:24]=[CH:25][CH:26]=[C:27]2[CH2:33][CH2:32][CH2:31][CH:30]=[CH:29][C:28]=12.O.ON1C2C=CC=CC=2N=N1.Cl.C(N=C=NCCCN(C)C)C, predict the reaction product. The product is: [C:19]([C:15]1[CH:14]=[C:13]([CH:18]=[CH:17][CH:16]=1)[CH2:12][CH:2]([NH:1][C:34]([C:23]1[CH:24]=[CH:25][CH:26]=[C:27]2[CH2:33][CH2:32][CH2:31][CH:30]=[CH:29][C:28]=12)=[O:35])[CH:3]([C:5]1[CH:10]=[CH:9][CH:8]=[C:7]([Cl:11])[CH:6]=1)[OH:4])([CH3:22])([CH3:21])[CH3:20]. (6) Given the reactants [Br:1][C:2]1[C:3](O)=[N:4][C:5]([NH:8][C:9]2[CH:14]=[CH:13][CH:12]=[C:11]([Cl:15])[CH:10]=2)=[N:6][CH:7]=1.O=P(Cl)(Cl)[Cl:19], predict the reaction product. The product is: [Br:1][C:2]1[C:3]([Cl:19])=[N:4][C:5]([NH:8][C:9]2[CH:14]=[CH:13][CH:12]=[C:11]([Cl:15])[CH:10]=2)=[N:6][CH:7]=1. (7) Given the reactants C[O:2][C:3]1[N:8]=[CH:7][C:6]([CH2:9][N:10]2[C:18]3[C:13](=[CH:14][CH:15]=[CH:16][CH:17]=3)[C:12]3([C:22]4=[CH:23][C:24]5[O:28][CH2:27][O:26][C:25]=5[CH:29]=[C:21]4[O:20][CH2:19]3)[C:11]2=[O:30])=[CH:5][CH:4]=1.[I-].[Na+].Cl[Si](C)(C)C, predict the reaction product. The product is: [O:2]=[C:3]1[NH:8][CH:7]=[C:6]([CH2:9][N:10]2[C:18]3[C:13](=[CH:14][CH:15]=[CH:16][CH:17]=3)[C:12]3([C:22]4=[CH:23][C:24]5[O:28][CH2:27][O:26][C:25]=5[CH:29]=[C:21]4[O:20][CH2:19]3)[C:11]2=[O:30])[CH:5]=[CH:4]1. (8) Given the reactants [CH2:1]([P:3]([CH2:6][CH2:7][C:8]#[N:9])(=[O:5])[OH:4])[CH3:2].[CH2:10](O)[CH2:11][CH2:12][CH3:13].O, predict the reaction product. The product is: [CH2:1]([P:3]([CH2:6][CH2:7][C:8]#[N:9])(=[O:4])[O:5][CH2:10][CH2:11][CH2:12][CH3:13])[CH3:2].